Regression. Given two drug SMILES strings and cell line genomic features, predict the synergy score measuring deviation from expected non-interaction effect. From a dataset of NCI-60 drug combinations with 297,098 pairs across 59 cell lines. Drug 2: CC1CCCC2(C(O2)CC(NC(=O)CC(C(C(=O)C(C1O)C)(C)C)O)C(=CC3=CSC(=N3)C)C)C. Cell line: DU-145. Synergy scores: CSS=57.2, Synergy_ZIP=7.56, Synergy_Bliss=6.47, Synergy_Loewe=-20.1, Synergy_HSA=6.61. Drug 1: C1=CC=C(C=C1)NC(=O)CCCCCCC(=O)NO.